From a dataset of Forward reaction prediction with 1.9M reactions from USPTO patents (1976-2016). Predict the product of the given reaction. (1) Given the reactants [Cl:1][C:2]1[C:3]([O:12][C:13]2[CH:18]=[C:17]([O:19][CH2:20][CH2:21][O:22][CH3:23])[CH:16]=[CH:15][C:14]=2/C=C/C(O)=O)=[N:4][CH:5]=[C:6]([C:8]([F:11])([F:10])[F:9])[CH:7]=1.Cl.C(N=C=N[CH2:35][CH2:36][CH2:37][N:38](C)C)C.[C:41]([C:43]1[CH:44]=[C:45]([S:49](N)(=[O:51])=[O:50])[CH:46]=[CH:47][CH:48]=1)#[N:42].Cl.C(OCC)(=[O:56])C, predict the reaction product. The product is: [Cl:1][C:2]1[C:3]([O:12][C:13]2[CH:18]=[C:17]([O:19][CH2:20][CH2:21][O:22][CH3:23])[CH:16]=[CH:15][C:14]=2[C:36](=[CH2:35])[C:37]([NH:38][S:49]([C:45]2[CH:46]=[CH:47][CH:48]=[C:43]([C:41]#[N:42])[CH:44]=2)(=[O:51])=[O:50])=[O:56])=[N:4][CH:5]=[C:6]([C:8]([F:11])([F:10])[F:9])[CH:7]=1. (2) Given the reactants [NH2:1][C:2]1[N:7]=[C:6]([NH:8][CH2:9][CH2:10][CH2:11][N:12]2[CH2:16][CH2:15][CH2:14][C:13]2=[O:17])[CH:5]=[C:4](Cl)[N:3]=1.[F:19][C:20]1[CH:25]=[CH:24][C:23](B(O)O)=[C:22]([CH3:29])[C:21]=1[CH3:30].C(=O)([O-])[O-].[K+].[K+], predict the reaction product. The product is: [NH2:1][C:2]1[N:7]=[C:6]([NH:8][CH2:9][CH2:10][CH2:11][N:12]2[CH2:16][CH2:15][CH2:14][C:13]2=[O:17])[CH:5]=[C:4]([C:23]2[CH:24]=[CH:25][C:20]([F:19])=[C:21]([CH3:30])[C:22]=2[CH3:29])[N:3]=1. (3) Given the reactants [NH2:1][C:2]1[CH:6]=[CH:5][NH:4][N:3]=1.[F:7][C:8]1[CH:15]=[CH:14][C:11]([CH2:12]Br)=[CH:10][CH:9]=1, predict the reaction product. The product is: [F:7][C:8]1[CH:15]=[CH:14][C:11]([CH2:12][N:4]2[CH:5]=[CH:6][C:2]([NH2:1])=[N:3]2)=[CH:10][CH:9]=1. (4) Given the reactants FC(F)(F)C(O)=O.[CH:8]([C:11]1[S:15][C:14]([NH:16][C:17](=[O:32])[CH2:18][C:19]2[N:20]=[C:21]([NH:24]C(=O)OC(C)(C)C)[S:22][CH:23]=2)=[N:13][CH:12]=1)([CH3:10])[CH3:9].C1(OC)C=CC=CC=1, predict the reaction product. The product is: [NH2:24][C:21]1[S:22][CH:23]=[C:19]([CH2:18][C:17]([NH:16][C:14]2[S:15][C:11]([CH:8]([CH3:10])[CH3:9])=[CH:12][N:13]=2)=[O:32])[N:20]=1. (5) The product is: [CH2:3]([C:9]1([OH:12])[CH2:10][CH2:11][O:6][CH2:7][CH2:8]1)[CH:2]=[CH2:1]. Given the reactants [CH2:1]([Mg]Br)[CH:2]=[CH2:3].[O:6]1[CH2:11][CH2:10][C:9](=[O:12])[CH2:8][CH2:7]1, predict the reaction product.